This data is from Forward reaction prediction with 1.9M reactions from USPTO patents (1976-2016). The task is: Predict the product of the given reaction. (1) Given the reactants [CH3:1][C:2]1[S:3][C:4]([CH3:32])=[C:5]([CH2:21][C:22]2[CH:27]=[CH:26][C:25]([C:28]([F:31])([F:30])[F:29])=[CH:24][CH:23]=2)[C:6]=1[C:7]([NH:9][C@H:10]([C:12]1[CH:20]=[CH:19][C:15]([C:16]([OH:18])=O)=[CH:14][CH:13]=1)[CH3:11])=[O:8].[C:33]1([S:39]([NH2:42])(=[O:41])=[O:40])[CH:38]=[CH:37][CH:36]=[CH:35][CH:34]=1.Cl.CN(C)CCCN=C=NCC, predict the reaction product. The product is: [CH3:1][C:2]1[S:3][C:4]([CH3:32])=[C:5]([CH2:21][C:22]2[CH:27]=[CH:26][C:25]([C:28]([F:29])([F:30])[F:31])=[CH:24][CH:23]=2)[C:6]=1[C:7]([NH:9][C@H:10]([C:12]1[CH:13]=[CH:14][C:15]([C:16]([NH:42][S:39]([C:33]2[CH:38]=[CH:37][CH:36]=[CH:35][CH:34]=2)(=[O:41])=[O:40])=[O:18])=[CH:19][CH:20]=1)[CH3:11])=[O:8]. (2) Given the reactants [CH2:1]([O:8][C:9]1[CH:10]=[C:11]([CH2:15][C:16]#[N:17])[CH:12]=[CH:13][CH:14]=1)[C:2]1[CH:7]=[CH:6][CH:5]=[CH:4][CH:3]=1.C[Si]([N:22]=[N+:23]=[N-:24])(C)C.C([Sn](=O)CCCC)CCC, predict the reaction product. The product is: [CH2:1]([O:8][C:9]1[CH:10]=[C:11]([CH:12]=[CH:13][CH:14]=1)[CH2:15][C:16]1[NH:24][N:23]=[N:22][N:17]=1)[C:2]1[CH:3]=[CH:4][CH:5]=[CH:6][CH:7]=1.